This data is from Catalyst prediction with 721,799 reactions and 888 catalyst types from USPTO. The task is: Predict which catalyst facilitates the given reaction. (1) Reactant: [CH3:1][C@H:2]1[NH:7][C@@H:6]([CH3:8])[CH2:5][N:4]([C:9]2[CH:10]=[CH:11][C:12]([O:16][CH3:17])=[C:13]([CH:15]=2)[NH2:14])[CH2:3]1.N1C=CC=CC=1.[Br:24][C:25]1[CH:30]=[CH:29][C:28]([S:31](Cl)(=[O:33])=[O:32])=[CH:27][C:26]=1[F:35]. Product: [Br:24][C:25]1[CH:30]=[CH:29][C:28]([S:31]([NH:14][C:13]2[CH:15]=[C:9]([N:4]3[CH2:3][C@H:2]([CH3:1])[NH:7][C@H:6]([CH3:8])[CH2:5]3)[CH:10]=[CH:11][C:12]=2[O:16][CH3:17])(=[O:33])=[O:32])=[CH:27][C:26]=1[F:35]. The catalyst class is: 4. (2) Reactant: [CH2:1]([O:3][C:4]([C:6]1[C:7]([OH:33])=[C:8]2[C:16](=[C:17]([C:24]3[CH:32]=[CH:31][C:27]4[O:28][CH2:29][O:30][C:26]=4[CH:25]=3)[C:18]=1[C:19]([O:21][CH2:22][CH3:23])=[O:20])[C:12]1[O:13][CH2:14][O:15][C:11]=1[CH:10]=[CH:9]2)=[O:5])[CH3:2].[CH3:34][Si](C=[N+]=[N-])(C)C. Product: [CH2:1]([O:3][C:4]([C:6]1[C:7]([O:33][CH3:34])=[C:8]2[C:16](=[C:17]([C:24]3[CH:32]=[CH:31][C:27]4[O:28][CH2:29][O:30][C:26]=4[CH:25]=3)[C:18]=1[C:19]([O:21][CH2:22][CH3:23])=[O:20])[C:12]1[O:13][CH2:14][O:15][C:11]=1[CH:10]=[CH:9]2)=[O:5])[CH3:2]. The catalyst class is: 92. (3) Reactant: C(O[C:4](=O)[C:5]([C:8]1[CH:13]=[CH:12][C:11]([CH2:14][CH2:15]O)=[CH:10][CH:9]=1)([CH3:7])[CH3:6])C.[NH2:18][C:19]([CH3:23])([CH3:22])[CH2:20][OH:21].CC(C)([O-])C.[K+].S(Cl)([Cl:32])=O.[OH-].[Na+]. Product: [Cl:32][CH2:15][CH2:14][C:11]1[CH:12]=[CH:13][C:8]([C:5]([C:7]2[O:21][CH2:20][C:19]([CH3:23])([CH3:22])[N:18]=2)([CH3:6])[CH3:4])=[CH:9][CH:10]=1. The catalyst class is: 245. (4) Reactant: [F:1][C:2]1[CH:3]=[C:4]([C:8]2[N:12]([C:13]3[CH:18]=[CH:17][C:16]([F:19])=[CH:15][CH:14]=3)[N:11]=[C:10]([C:20]([O:22]CC)=[O:21])[CH:9]=2)[CH:5]=[CH:6][CH:7]=1.[OH-].[Li+]. Product: [F:1][C:2]1[CH:3]=[C:4]([C:8]2[N:12]([C:13]3[CH:14]=[CH:15][C:16]([F:19])=[CH:17][CH:18]=3)[N:11]=[C:10]([C:20]([OH:22])=[O:21])[CH:9]=2)[CH:5]=[CH:6][CH:7]=1. The catalyst class is: 38. (5) Reactant: [Cl:1][C:2]1[CH:7]=[CH:6][C:5]([C:8]2[CH:13]=[CH:12][CH:11]=[CH:10][C:9]=2[CH:14]([N:16]2[CH2:21][CH2:20][N:19]([C:22]3[CH:32]=[CH:31][C:25]([C:26]([O:28]CC)=[O:27])=[C:24]([O:33][C:34]4[CH:39]=[CH:38][CH:37]=[CH:36][C:35]=4[Cl:40])[CH:23]=3)[CH2:18][CH2:17]2)[CH3:15])=[CH:4][CH:3]=1.[OH-].[Na+].Cl. Product: [Cl:1][C:2]1[CH:7]=[CH:6][C:5]([C:8]2[CH:13]=[CH:12][CH:11]=[CH:10][C:9]=2[CH:14]([N:16]2[CH2:17][CH2:18][N:19]([C:22]3[CH:32]=[CH:31][C:25]([C:26]([OH:28])=[O:27])=[C:24]([O:33][C:34]4[CH:39]=[CH:38][CH:37]=[CH:36][C:35]=4[Cl:40])[CH:23]=3)[CH2:20][CH2:21]2)[CH3:15])=[CH:4][CH:3]=1. The catalyst class is: 83. (6) Reactant: [NH2:1][C:2]1[CH:10]=[C:9]2[C:5]([C:6]([C:22]#[N:23])=[C:7]([C:13]3[CH:18]=[CH:17][C:16]([O:19][CH2:20][CH3:21])=[CH:15][CH:14]=3)[N:8]2[CH2:11][CH3:12])=[CH:4][CH:3]=1.Cl[C:25]([O:27][CH2:28][CH3:29])=[O:26]. Product: [CH2:28]([O:27][C:25](=[O:26])[NH:1][C:2]1[CH:10]=[C:9]2[C:5]([C:6]([C:22]#[N:23])=[C:7]([C:13]3[CH:18]=[CH:17][C:16]([O:19][CH2:20][CH3:21])=[CH:15][CH:14]=3)[N:8]2[CH2:11][CH3:12])=[CH:4][CH:3]=1)[CH3:29]. The catalyst class is: 17.